From a dataset of Forward reaction prediction with 1.9M reactions from USPTO patents (1976-2016). Predict the product of the given reaction. (1) Given the reactants Br[C:2]1[CH:7]=[C:6]([N+:8]([O-:10])=[O:9])[CH:5]=[C:4]([O:11][CH3:12])[CH:3]=1.CC1(C)C2C(=C(P(C3C=CC=CC=3)C3C=CC=CC=3)C=CC=2)OC2C(P(C3C=CC=CC=3)C3C=CC=CC=3)=CC=CC1=2.CCN(C(C)C)C(C)C.[SH:64][CH2:65][CH2:66][OH:67], predict the reaction product. The product is: [CH3:12][O:11][C:4]1[CH:3]=[C:2]([S:64][CH2:65][CH2:66][OH:67])[CH:7]=[C:6]([N+:8]([O-:10])=[O:9])[CH:5]=1. (2) Given the reactants NC1[C:10]2[C:5](=[N:6][C:7]([C:18]3[CH:23]=[CH:22][C:21]([Cl:24])=[CH:20][C:19]=3[Cl:25])=[C:8]([C:11]3[CH:16]=[CH:15][C:14]([Cl:17])=[CH:13][CH:12]=3)[CH:9]=2)[O:4][C:3]=1[C:26](=[O:31])[C:27]([CH3:30])([CH3:29])[CH3:28].[H-].[Na+].IC.[CH3:36][N:37]([CH:39]=O)[CH3:38], predict the reaction product. The product is: [Cl:17][C:14]1[CH:15]=[CH:16][C:11]([C:8]2[CH:9]=[C:10]3[C:39]([N:37]([CH3:36])[CH3:38])=[C:3]([C:26](=[O:31])[C:27]([CH3:29])([CH3:28])[CH3:30])[O:4][C:5]3=[N:6][C:7]=2[C:18]2[CH:23]=[CH:22][C:21]([Cl:24])=[CH:20][C:19]=2[Cl:25])=[CH:12][CH:13]=1. (3) Given the reactants [CH3:1][O:2][C:3]1[N:8]=[C:7]2[S:9][C:10]3[CH2:15][CH2:14][CH2:13][CH2:12][C:11]=3[C:6]2=[C:5]([C:16]2[CH:21]=[CH:20][C:19]([CH3:22])=[CH:18][CH:17]=2)[C:4]=1[CH2:23][C:24]([O:26][CH3:27])=[O:25].I[CH2:29][CH2:30][CH3:31], predict the reaction product. The product is: [CH3:1][O:2][C:3]1[N:8]=[C:7]2[S:9][C:10]3[CH2:15][CH2:14][CH2:13][CH2:12][C:11]=3[C:6]2=[C:5]([C:16]2[CH:17]=[CH:18][C:19]([CH3:22])=[CH:20][CH:21]=2)[C:4]=1[CH:23]([CH2:29][CH2:30][CH3:31])[C:24]([O:26][CH3:27])=[O:25]. (4) Given the reactants [CH:1]([O:3][CH2:4][CH2:5][CH2:6][CH2:7][O:8][CH2:9][C:10]1[CH:15]=[CH:14][CH:13]=[CH:12][CH:11]=1)=[CH2:2].[CH2:16]([Zn]CC)C.ICI.C([O-])(=O)C.[NH4+], predict the reaction product. The product is: [CH:1]1([O:3][CH2:4][CH2:5][CH2:6][CH2:7][O:8][CH2:9][C:10]2[CH:11]=[CH:12][CH:13]=[CH:14][CH:15]=2)[CH2:16][CH2:2]1. (5) Given the reactants [CH3:1][N:2]([CH3:25])[CH2:3][CH2:4][N:5]1[C:11](=[O:12])[C@H:10]([OH:13])[C@H:9]([C:14]2[CH:19]=[CH:18][C:17]([OH:20])=[CH:16][CH:15]=2)[S:8][C:7]2[CH:21]=[CH:22][CH:23]=[CH:24][C:6]1=2.C(N(CC)CC)C.C1C=CC(N([S:40]([C:43]([F:46])([F:45])[F:44])(=[O:42])=[O:41])[S:40]([C:43]([F:46])([F:45])[F:44])(=[O:42])=[O:41])=CC=1, predict the reaction product. The product is: [F:44][C:43]([F:46])([F:45])[S:40]([O:20][C:17]1[CH:18]=[CH:19][C:14]([C@@H:9]2[S:8][C:7]3[CH:21]=[CH:22][CH:23]=[CH:24][C:6]=3[N:5]([CH2:4][CH2:3][N:2]([CH3:25])[CH3:1])[C:11](=[O:12])[C@@H:10]2[OH:13])=[CH:15][CH:16]=1)(=[O:42])=[O:41]. (6) The product is: [CH3:1][O:2][C:3]([C:5]1[CH:10]=[CH:9][C:8]([N:17]2[CH2:18][CH2:19][C:15]([F:20])([F:14])[CH2:16]2)=[C:7]([Cl:12])[N:6]=1)=[O:4]. Given the reactants [CH3:1][O:2][C:3]([C:5]1[CH:10]=[CH:9][C:8](Br)=[C:7]([Cl:12])[N:6]=1)=[O:4].Cl.[F:14][C:15]1([F:20])[CH2:19][CH2:18][NH:17][CH2:16]1.C1C=CC(P(C2C=CC3C(=CC=CC=3)C=2C2C3C(=CC=CC=3)C=CC=2P(C2C=CC=CC=2)C2C=CC=CC=2)C2C=CC=CC=2)=CC=1.C(=O)([O-])[O-].[Cs+].[Cs+], predict the reaction product.